Dataset: Forward reaction prediction with 1.9M reactions from USPTO patents (1976-2016). Task: Predict the product of the given reaction. Given the reactants [CH:1]1([NH:5][CH2:6][C:7]([N:9]2[C:13]3=[N:14][C:15]([CH2:29][CH3:30])=[C:16]([C:18]4[C:19]([O:27][CH3:28])=[N:20][C:21]([CH:24]([CH3:26])[CH3:25])=[CH:22][CH:23]=4)[N:17]=[C:12]3[C:11]([CH3:31])=[N:10]2)=[CH2:8])[CH2:4][CH2:3][CH2:2]1.[H][H], predict the reaction product. The product is: [CH:1]1([NH:5][CH2:6][CH:7]([N:9]2[C:13]3=[N:14][C:15]([CH2:29][CH3:30])=[C:16]([C:18]4[C:19]([O:27][CH3:28])=[N:20][C:21]([CH:24]([CH3:25])[CH3:26])=[CH:22][CH:23]=4)[N:17]=[C:12]3[C:11]([CH3:31])=[N:10]2)[CH3:8])[CH2:2][CH2:3][CH2:4]1.[CH2:29]([C:15]1[N:14]=[C:13]2[N:9]([CH:7]([CH3:8])[CH3:6])[N:10]=[C:11]([CH3:31])[C:12]2=[N:17][C:16]=1[C:18]1[C:19]([O:27][CH3:28])=[N:20][C:21]([CH:24]([CH3:26])[CH3:25])=[CH:22][CH:23]=1)[CH3:30].